Dataset: Reaction yield outcomes from USPTO patents with 853,638 reactions. Task: Predict the reaction yield, written as a fraction of the theoretical maximum amount of product (1.0 means a 100% yield; for example, 0.34 means a 34% yield). (1) The reactants are [CH:1]1([CH2:7][O:8][CH2:9][C:10]2[CH:11]=[C:12]([CH:15]=[CH:16][CH:17]=2)[C:13]#N)[CH2:6][CH2:5][CH2:4][CH2:3][CH2:2]1.C(O)=[O:19]. The catalyst is C(OC(C)C)(C)C.[Ni]. The product is [CH:1]1([CH2:7][O:8][CH2:9][C:10]2[CH:11]=[C:12]([CH:15]=[CH:16][CH:17]=2)[CH:13]=[O:19])[CH2:6][CH2:5][CH2:4][CH2:3][CH2:2]1. The yield is 0.380. (2) The reactants are [NH2:1][C:2]1[C:9]([O:10][CH2:11][CH2:12][C:13]2[CH:18]=[CH:17][CH:16]=[CH:15][N:14]=2)=[CH:8][C:7]([OH:19])=[CH:6][C:3]=1[C:4]#[N:5].C(P(CCCC)CCCC)CCC.[CH3:33][O:34][CH2:35][C@H:36](O)[CH3:37].N(C(N1CCCCC1)=O)=NC(N1CCCCC1)=O. The product is [NH2:1][C:2]1[C:9]([O:10][CH2:11][CH2:12][C:13]2[CH:18]=[CH:17][CH:16]=[CH:15][N:14]=2)=[CH:8][C:7]([O:19][C@@H:36]([CH3:37])[CH2:35][O:34][CH3:33])=[CH:6][C:3]=1[C:4]#[N:5]. The yield is 1.00. The catalyst is O1CCCC1. (3) The reactants are CCN(C(C)C)C(C)C.[OH:10][C:11]1[CH:16]=[CH:15][CH:14]=[CH:13][C:12]=1[C:17]1[NH:21][N:20]=[C:19]([C:22]([OH:24])=O)[CH:18]=1.CCN=C=NCCCN(C)C.C1C=CC2N(O)N=NC=2C=1.[NH2:46][CH2:47][C:48]([N:50]1[CH2:55][CH2:54][N:53]([C:56](=[O:65])[C:57]2[CH:62]=[C:61]([Cl:63])[CH:60]=[CH:59][C:58]=2[Cl:64])[CH2:52][CH2:51]1)=[O:49].Cl. The catalyst is CN(C=O)C.O. The product is [Cl:64][C:58]1[CH:59]=[CH:60][C:61]([Cl:63])=[CH:62][C:57]=1[C:56]([N:53]1[CH2:52][CH2:51][N:50]([C:48](=[O:49])[CH2:47][NH:46][C:22]([C:19]2[CH:18]=[C:17]([C:12]3[CH:13]=[CH:14][CH:15]=[CH:16][C:11]=3[OH:10])[NH:21][N:20]=2)=[O:24])[CH2:55][CH2:54]1)=[O:65]. The yield is 0.200. (4) The reactants are [CH2:1]([C:5]1[N:10]=[C:9]([CH3:11])[N:8]([C:12]2[CH:13]=[C:14]3[C:18](=[CH:19][CH:20]=2)[CH:17]([OH:21])[CH2:16][CH2:15]3)[C:7](=[O:22])[C:6]=1[CH2:23][C:24]1[CH:29]=[CH:28][C:27]([C:30]2[CH:35]=[CH:34][CH:33]=[CH:32][C:31]=2[C:36]2[NH:40][C:39](=[O:41])[O:38][N:37]=2)=[CH:26][CH:25]=1)[CH2:2][CH2:3][CH3:4].CC(OI1(OC(C)=O)(OC(C)=O)OC(=O)C2C1=CC=CC=2)=O.C(OCC)(=O)C.S([O-])([O-])(=O)=S.[Na+].[Na+]. The catalyst is C(#N)C.O. The product is [CH2:1]([C:5]1[N:10]=[C:9]([CH3:11])[N:8]([C:12]2[CH:13]=[C:14]3[C:18](=[CH:19][CH:20]=2)[C:17](=[O:21])[CH2:16][CH2:15]3)[C:7](=[O:22])[C:6]=1[CH2:23][C:24]1[CH:29]=[CH:28][C:27]([C:30]2[CH:35]=[CH:34][CH:33]=[CH:32][C:31]=2[C:36]2[NH:40][C:39](=[O:41])[O:38][N:37]=2)=[CH:26][CH:25]=1)[CH2:2][CH2:3][CH3:4]. The yield is 0.490.